This data is from NCI-60 drug combinations with 297,098 pairs across 59 cell lines. The task is: Regression. Given two drug SMILES strings and cell line genomic features, predict the synergy score measuring deviation from expected non-interaction effect. (1) Drug 1: C1C(C(OC1N2C=C(C(=O)NC2=O)F)CO)O. Drug 2: CS(=O)(=O)OCCCCOS(=O)(=O)C. Cell line: SR. Synergy scores: CSS=78.0, Synergy_ZIP=0.0692, Synergy_Bliss=0.612, Synergy_Loewe=-0.488, Synergy_HSA=3.33. (2) Drug 1: CC1CCC2CC(C(=CC=CC=CC(CC(C(=O)C(C(C(=CC(C(=O)CC(OC(=O)C3CCCCN3C(=O)C(=O)C1(O2)O)C(C)CC4CCC(C(C4)OC)O)C)C)O)OC)C)C)C)OC. Drug 2: CC=C1C(=O)NC(C(=O)OC2CC(=O)NC(C(=O)NC(CSSCCC=C2)C(=O)N1)C(C)C)C(C)C. Cell line: RPMI-8226. Synergy scores: CSS=26.5, Synergy_ZIP=2.62, Synergy_Bliss=5.12, Synergy_Loewe=-42.5, Synergy_HSA=2.81. (3) Drug 1: CC12CCC(CC1=CCC3C2CCC4(C3CC=C4C5=CN=CC=C5)C)O. Drug 2: CCN(CC)CCNC(=O)C1=C(NC(=C1C)C=C2C3=C(C=CC(=C3)F)NC2=O)C. Cell line: NCI/ADR-RES. Synergy scores: CSS=4.39, Synergy_ZIP=-1.87, Synergy_Bliss=-2.84, Synergy_Loewe=-4.37, Synergy_HSA=-4.63. (4) Drug 1: CC1=C(C(CCC1)(C)C)C=CC(=CC=CC(=CC(=O)O)C)C. Drug 2: C1CC(C1)(C(=O)O)C(=O)O.[NH2-].[NH2-].[Pt+2]. Cell line: PC-3. Synergy scores: CSS=8.16, Synergy_ZIP=-1.45, Synergy_Bliss=-1.10, Synergy_Loewe=-5.51, Synergy_HSA=-4.61. (5) Drug 1: C1=NC(=NC(=O)N1C2C(C(C(O2)CO)O)O)N. Drug 2: CC12CCC3C(C1CCC2O)C(CC4=C3C=CC(=C4)O)CCCCCCCCCS(=O)CCCC(C(F)(F)F)(F)F. Cell line: SNB-19. Synergy scores: CSS=-0.410, Synergy_ZIP=-0.508, Synergy_Bliss=-0.492, Synergy_Loewe=-1.08, Synergy_HSA=-0.747. (6) Drug 1: CC1=C(C=C(C=C1)NC(=O)C2=CC=C(C=C2)CN3CCN(CC3)C)NC4=NC=CC(=N4)C5=CN=CC=C5. Drug 2: C1=NC2=C(N=C(N=C2N1C3C(C(C(O3)CO)O)F)Cl)N. Cell line: NCIH23. Synergy scores: CSS=16.4, Synergy_ZIP=-5.69, Synergy_Bliss=-5.07, Synergy_Loewe=-37.3, Synergy_HSA=-5.71. (7) Synergy scores: CSS=-0.240, Synergy_ZIP=-1.91, Synergy_Bliss=-4.92, Synergy_Loewe=-5.41, Synergy_HSA=-4.47. Drug 1: C(CC(=O)O)C(=O)CN.Cl. Drug 2: CC1=C(C(=O)C2=C(C1=O)N3CC4C(C3(C2COC(=O)N)OC)N4)N. Cell line: RXF 393. (8) Drug 1: C1=CN(C=N1)CC(O)(P(=O)(O)O)P(=O)(O)O. Drug 2: CCC1(C2=C(COC1=O)C(=O)N3CC4=CC5=C(C=CC(=C5CN(C)C)O)N=C4C3=C2)O.Cl. Cell line: HL-60(TB). Synergy scores: CSS=68.0, Synergy_ZIP=0.0487, Synergy_Bliss=1.19, Synergy_Loewe=-44.4, Synergy_HSA=0.263.